Dataset: Peptide-MHC class II binding affinity with 134,281 pairs from IEDB. Task: Regression. Given a peptide amino acid sequence and an MHC pseudo amino acid sequence, predict their binding affinity value. This is MHC class II binding data. (1) The peptide sequence is KKDNQVAYLIIGILTLV. The MHC is DRB3_0101 with pseudo-sequence DRB3_0101. The binding affinity (normalized) is 0.564. (2) The peptide sequence is MPFVTTQPEALAAAA. The MHC is HLA-DQA10101-DQB10501 with pseudo-sequence HLA-DQA10101-DQB10501. The binding affinity (normalized) is 0.0411. (3) The peptide sequence is PICPGYRWMCLRRFIIFL. The MHC is DRB1_0901 with pseudo-sequence DRB1_0901. The binding affinity (normalized) is 0.192. (4) The binding affinity (normalized) is 0.115. The MHC is DRB1_1302 with pseudo-sequence DRB1_1302. The peptide sequence is GYKDWILWISFAISC. (5) The peptide sequence is ACQGVGGPSHKARVLAEA. The MHC is DRB5_0101 with pseudo-sequence DRB5_0101. The binding affinity (normalized) is 0.121. (6) The peptide sequence is FMVAMFLAVAVVLGL. The MHC is DRB1_0401 with pseudo-sequence DRB1_0401. The binding affinity (normalized) is 0.254. (7) The peptide sequence is GAMRVTKDTNDNNLY. The MHC is DRB4_0103 with pseudo-sequence DRB4_0103. The binding affinity (normalized) is 0.311. (8) The peptide sequence is PVQRHPRSLFPEFSE. The MHC is DRB1_0901 with pseudo-sequence DRB1_0901. The binding affinity (normalized) is 0.0953.